Regression/Classification. Given a drug SMILES string, predict its absorption, distribution, metabolism, or excretion properties. Task type varies by dataset: regression for continuous measurements (e.g., permeability, clearance, half-life) or binary classification for categorical outcomes (e.g., BBB penetration, CYP inhibition). For this dataset (solubility_aqsoldb), we predict Y. From a dataset of Aqueous solubility values for 9,982 compounds from the AqSolDB database. The drug is O=S1(=O)OC(c2ccc(O)cc2)(c2ccc(O)cc2)c2ccccc21. The Y is -3.07 log mol/L.